From a dataset of Catalyst prediction with 721,799 reactions and 888 catalyst types from USPTO. Predict which catalyst facilitates the given reaction. (1) Reactant: [Br:1][C:2]1[CH:3]=[C:4]([NH:10][C:11]2[CH:16]=[N:15][C:14]([N:17]3[CH2:22][CH2:21][NH:20][CH2:19][C@@H:18]3[CH3:23])=[CH:13][N:12]=2)[C:5](=[O:9])[N:6]([CH3:8])[CH:7]=1.[O:24]1[CH2:27][C:26](=O)[CH2:25]1.[BH3-]C#N.[Na+]. Product: [Br:1][C:2]1[CH:3]=[C:4]([NH:10][C:11]2[CH:16]=[N:15][C:14]([N:17]3[CH2:22][CH2:21][N:20]([CH:26]4[CH2:27][O:24][CH2:25]4)[CH2:19][C@@H:18]3[CH3:23])=[CH:13][N:12]=2)[C:5](=[O:9])[N:6]([CH3:8])[CH:7]=1. The catalyst class is: 466. (2) Reactant: C[O:2][C:3](=O)[CH2:4][CH2:5][C:6]1[CH:11]=[CH:10][C:9]([F:12])=[CH:8][C:7]=1[S:13]([CH3:16])(=[O:15])=[O:14].[H-].[H-].[H-].[H-].[Li+].[Al+3].O. Product: [F:12][C:9]1[CH:10]=[CH:11][C:6]([CH2:5][CH2:4][CH2:3][OH:2])=[C:7]([S:13]([CH3:16])(=[O:15])=[O:14])[CH:8]=1. The catalyst class is: 1. (3) Reactant: [C:1]1([C:7]#[C:8][C:9]2[N:13]3[CH:14]=[CH:15][CH:16]=[CH:17][C:12]3=[N:11][C:10]=2[CH2:18][O:19][CH2:20][C:21]([O:23]CC)=[O:22])[CH:6]=[CH:5][CH:4]=[CH:3][CH:2]=1.CO.[OH-].[Na+:29]. Product: [C:1]1([C:7]#[C:8][C:9]2[N:13]3[CH:14]=[CH:15][CH:16]=[CH:17][C:12]3=[N:11][C:10]=2[CH2:18][O:19][CH2:20][C:21]([O-:23])=[O:22])[CH:2]=[CH:3][CH:4]=[CH:5][CH:6]=1.[Na+:29]. The catalyst class is: 7. (4) Reactant: [CH3:1][O:2][CH2:3][CH2:4][NH:5][S:6]([C:9]1[CH:14]=[CH:13][C:12]([N+:15]([O-])=O)=[CH:11][CH:10]=1)(=[O:8])=[O:7]. Product: [NH2:15][C:12]1[CH:13]=[CH:14][C:9]([S:6]([NH:5][CH2:4][CH2:3][O:2][CH3:1])(=[O:8])=[O:7])=[CH:10][CH:11]=1. The catalyst class is: 19. (5) Reactant: [CH2:1]([Si:3]([C:8]#[CH:9])([CH2:6][CH3:7])[CH2:4][CH3:5])[CH3:2].I[C:11]1[CH:16]=[CH:15][C:14]([OH:17])=[CH:13][CH:12]=1.C(N(CC)CC)C. Product: [CH2:8]([Si:3]([C:6]#[C:7][C:11]1[CH:16]=[CH:15][C:14]([OH:17])=[CH:13][CH:12]=1)([CH2:4][CH3:5])[CH2:1][CH3:2])[CH3:9]. The catalyst class is: 122. (6) Reactant: [C:1]([O:5][C:6]([NH:8][C@@H:9]1[CH2:13][CH2:12][C@H:11]([C:14]([OH:16])=O)[CH2:10]1)=[O:7])([CH3:4])([CH3:3])[CH3:2].ClC(N(C)C)=C(C)C.[NH2:25][C:26]1[CH:31]=[C:30]([C:32]2[N:37]=[C:36]([NH:38][CH2:39][CH:40]3[CH2:45][CH2:44][O:43][CH2:42][CH2:41]3)[CH:35]=[N:34][CH:33]=2)[C:29]([Cl:46])=[CH:28][N:27]=1.N1C=CC=CC=1. Product: [Cl:46][C:29]1[C:30]([C:32]2[CH:33]=[N:34][CH:35]=[C:36]([NH:38][CH2:39][CH:40]3[CH2:45][CH2:44][O:43][CH2:42][CH2:41]3)[N:37]=2)=[CH:31][C:26]([NH:25][C:14]([C@H:11]2[CH2:12][CH2:13][C@@H:9]([NH:8][C:6](=[O:7])[O:5][C:1]([CH3:2])([CH3:3])[CH3:4])[CH2:10]2)=[O:16])=[N:27][CH:28]=1. The catalyst class is: 168. (7) Reactant: Br[CH2:2][C:3]1[CH:31]=[CH:30][C:6]2[C:7](=[O:29])[N:8]([C:10]([C:23]3[CH:28]=[CH:27][CH:26]=[CH:25][CH:24]=3)([C:17]3[CH:22]=[CH:21][CH:20]=[CH:19][CH:18]=3)[C:11]3[CH:16]=[CH:15][CH:14]=[CH:13][CH:12]=3)[O:9][C:5]=2[CH:4]=1.[CH2:32]([NH:34][CH2:35][CH3:36])[CH3:33].CN(C)C=O.C(OCC)(=O)C. Product: [CH2:32]([N:34]([CH2:2][C:3]1[CH:31]=[CH:30][C:6]2[C:7](=[O:29])[N:8]([C:10]([C:23]3[CH:28]=[CH:27][CH:26]=[CH:25][CH:24]=3)([C:17]3[CH:22]=[CH:21][CH:20]=[CH:19][CH:18]=3)[C:11]3[CH:16]=[CH:15][CH:14]=[CH:13][CH:12]=3)[O:9][C:5]=2[CH:4]=1)[CH2:35][CH3:36])[CH3:33]. The catalyst class is: 232.